Regression. Given a peptide amino acid sequence and an MHC pseudo amino acid sequence, predict their binding affinity value. This is MHC class I binding data. From a dataset of Peptide-MHC class I binding affinity with 185,985 pairs from IEDB/IMGT. The peptide sequence is YTLIYRQLT. The MHC is HLA-A02:03 with pseudo-sequence HLA-A02:03. The binding affinity (normalized) is 0.154.